From a dataset of Reaction yield outcomes from USPTO patents with 853,638 reactions. Predict the reaction yield, written as a fraction of the theoretical maximum amount of product (1.0 means a 100% yield; for example, 0.34 means a 34% yield). (1) The product is [Br:1][C:2]1[CH:9]=[CH:8][C:5]([CH:6]=[N:20][OH:21])=[CH:4][C:3]=1[N+:10]([O-:12])=[O:11]. The yield is 0.670. The reactants are [Br:1][C:2]1[CH:9]=[CH:8][C:5]([CH:6]=O)=[CH:4][C:3]=1[N+:10]([O-:12])=[O:11].N1C=CC=CC=1.Cl.[NH2:20][OH:21]. The catalyst is CO.C(OCC)(=O)C.C(=O)([O-])O.[Na+]. (2) The reactants are [CH3:1][O:2][CH2:3][CH2:4][N:5]1[CH2:10][CH2:9][N:8]2[N:11]=[C:12]([N+:14]([O-])=O)[CH:13]=[C:7]2[CH2:6]1.[H][H]. The catalyst is C(O)C.[Pd]. The product is [CH3:1][O:2][CH2:3][CH2:4][N:5]1[CH2:10][CH2:9][N:8]2[N:11]=[C:12]([NH2:14])[CH:13]=[C:7]2[CH2:6]1. The yield is 0.820. (3) The catalyst is C1COCC1. The product is [O:1]1[CH:5]=[CH:4][CH:3]=[C:2]1[C:6]1[N:10]([C:11]2[CH:12]=[C:13]([CH2:14][NH2:15])[CH:16]=[CH:17][CH:18]=2)[N:9]=[C:8]([C:19]([F:21])([F:20])[F:22])[CH:7]=1. The reactants are [O:1]1[CH:5]=[CH:4][CH:3]=[C:2]1[C:6]1[N:10]([C:11]2[CH:12]=[C:13]([CH:16]=[CH:17][CH:18]=2)[C:14]#[N:15])[N:9]=[C:8]([C:19]([F:22])([F:21])[F:20])[CH:7]=1.[H-].[Al+3].[Li+].[H-].[H-].[H-].O.[OH-].[Na+]. The yield is 1.00. (4) The catalyst is C(O)C. The yield is 0.580. The product is [C:1]([O:5][C:6]([N:8]1[CH2:9][CH2:10][C:11]([C:14](=[O:23])[NH2:15])([C:16]2[CH:21]=[CH:20][C:19]([Cl:22])=[CH:18][CH:17]=2)[CH2:12][CH2:13]1)=[O:7])([CH3:4])([CH3:2])[CH3:3]. The reactants are [C:1]([O:5][C:6]([N:8]1[CH2:13][CH2:12][C:11]([C:16]2[CH:21]=[CH:20][C:19]([Cl:22])=[CH:18][CH:17]=2)([C:14]#[N:15])[CH2:10][CH2:9]1)=[O:7])([CH3:4])([CH3:3])[CH3:2].[OH-:23].[Na+].Cl.